Dataset: Forward reaction prediction with 1.9M reactions from USPTO patents (1976-2016). Task: Predict the product of the given reaction. (1) Given the reactants Cl.Cl.[C:3]1([C@H:13]([NH:15][C@H:16]2[CH2:20][CH2:19][NH:18][CH2:17]2)[CH3:14])[C:12]2[C:7](=[CH:8][CH:9]=[CH:10][CH:11]=2)[CH:6]=[CH:5][CH:4]=1.[CH3:21][C:22]([C:24]1[CH:29]=[CH:28][C:27](Br)=[CH:26][CH:25]=1)=[O:23].CC(C)([O-])C.[Na+].C1(C2C=CC=CC=2)C=CC=CC=1P(C(C)(C)C)C(C)(C)C, predict the reaction product. The product is: [C:22]([C:24]1[CH:29]=[CH:28][C:27]([N:18]2[CH2:19][CH2:20][C@H:16]([NH:15][C@@H:13]([C:3]3[C:12]4[C:7](=[CH:8][CH:9]=[CH:10][CH:11]=4)[CH:6]=[CH:5][CH:4]=3)[CH3:14])[CH2:17]2)=[CH:26][CH:25]=1)(=[O:23])[CH3:21]. (2) Given the reactants [CH2:1]([O:8][C:9](=[O:24])[NH:10][C@H:11]([C:18](=[O:23])N(OC)C)[C:12]1[CH:17]=[CH:16][CH:15]=[CH:14][CH:13]=1)[C:2]1[CH:7]=[CH:6][CH:5]=[CH:4][CH:3]=1.[CH3:25][O:26][C:27]1[CH:32]=[CH:31][C:30]([Mg]Br)=[CH:29][CH:28]=1.CCOC(C)=O, predict the reaction product. The product is: [CH2:1]([O:8][C:9](=[O:24])[NH:10][C@@H:11]([C:12]1[CH:13]=[CH:14][CH:15]=[CH:16][CH:17]=1)[C:18]([C:30]1[CH:31]=[CH:32][C:27]([O:26][CH3:25])=[CH:28][CH:29]=1)=[O:23])[C:2]1[CH:3]=[CH:4][CH:5]=[CH:6][CH:7]=1. (3) Given the reactants [C:1]1([CH:7]2[CH2:12][CH2:11][N:10]([C:13]3[CH:18]=[CH:17]C(C#N)=[CH:15][CH:14]=3)[CH2:9][CH2:8]2)[CH:6]=[CH:5][CH:4]=[CH:3][CH:2]=1.Cl.[C:22]([OH:25])(=[O:24])[CH3:23], predict the reaction product. The product is: [C:1]1([CH:7]2[CH2:8][CH2:9][N:10]([C:13]3[CH:18]=[CH:17][C:23]([C:22]([OH:25])=[O:24])=[CH:15][CH:14]=3)[CH2:11][CH2:12]2)[CH:6]=[CH:5][CH:4]=[CH:3][CH:2]=1. (4) Given the reactants [CH2:1]([O:8][C:9]([N:11]1[CH2:20][CH2:19][C:18]2[C:13](=[CH:14][C:15]([O:21][CH2:22][C:23]3([C:29]([O:31][CH2:32][CH3:33])=[O:30])[CH2:28][CH2:27][NH:26][CH2:25][CH2:24]3)=[CH:16][CH:17]=2)[CH2:12]1)=[O:10])[C:2]1[CH:7]=[CH:6][CH:5]=[CH:4][CH:3]=1.C(N(CC)CC)C.Cl[C:42]1[CH:47]=[C:46]([CH3:48])[N:45]=[C:44]([CH3:49])[CH:43]=1, predict the reaction product. The product is: [CH2:1]([O:8][C:9]([N:11]1[CH2:20][CH2:19][C:18]2[C:13](=[CH:14][C:15]([O:21][CH2:22][C:23]3([C:29]([O:31][CH2:32][CH3:33])=[O:30])[CH2:24][CH2:25][N:26]([C:42]4[CH:47]=[C:46]([CH3:48])[N:45]=[C:44]([CH3:49])[CH:43]=4)[CH2:27][CH2:28]3)=[CH:16][CH:17]=2)[CH2:12]1)=[O:10])[C:2]1[CH:3]=[CH:4][CH:5]=[CH:6][CH:7]=1. (5) Given the reactants C(O[C:2]1[C:7](F)=[C:6](CNC2C(Cl)=NC=CN=2)[CH:5]=[CH:4][CH:3]=1)[C:2]1[CH:7]=[CH:6][CH:5]=[CH:4][CH:3]=1.[CH2:25]([O:32][C:33]1[C:34]([F:58])=[C:35]([CH:39]([C:51]2[C:56](Cl)=[N:55][CH:54]=[CH:53][N:52]=2)[N:40]2C(=O)[C:47]3[C:42](=[CH:43]C=C[CH:46]=3)[C:41]2=O)[CH:36]=[CH:37][CH:38]=1)C1C=CC=CC=1.[NH2:59]N, predict the reaction product. The product is: [NH2:59][C:56]1[C:51]2[N:52]([C:41]([CH:42]3[CH2:47][CH2:46][CH2:43]3)=[N:40][C:39]=2[C:35]2[CH:36]=[CH:37][CH:38]=[C:33]([O:32][CH2:25][C:2]3[CH:7]=[CH:6][CH:5]=[CH:4][CH:3]=3)[C:34]=2[F:58])[CH:53]=[CH:54][N:55]=1. (6) Given the reactants C([N:8]1[CH2:13][CH2:12][N:11]([C:14]2[CH:19]=[CH:18][C:17]([CH:20]([CH3:22])[CH3:21])=[CH:16][CH:15]=2)[CH:10]([CH2:23][O:24][C:25]2[CH:30]=[CH:29][C:28]([Cl:31])=[CH:27][CH:26]=2)[CH2:9]1)C1C=CC=CC=1.ClC(OC(Cl)C)=O, predict the reaction product. The product is: [Cl:31][C:28]1[CH:29]=[CH:30][C:25]([O:24][CH2:23][CH:10]2[CH2:9][NH:8][CH2:13][CH2:12][N:11]2[C:14]2[CH:19]=[CH:18][C:17]([CH:20]([CH3:21])[CH3:22])=[CH:16][CH:15]=2)=[CH:26][CH:27]=1. (7) Given the reactants [CH3:1][C:2]1[N:16]=[CH:15][C:14]([N+:17]([O-])=O)=[CH:13][C:3]=1[C:4]([NH:6][C:7]1[CH:12]=[CH:11][CH:10]=[CH:9][CH:8]=1)=[O:5], predict the reaction product. The product is: [NH2:17][C:14]1[CH:15]=[N:16][C:2]([CH3:1])=[C:3]([CH:13]=1)[C:4]([NH:6][C:7]1[CH:12]=[CH:11][CH:10]=[CH:9][CH:8]=1)=[O:5]. (8) The product is: [N:26]1[CH:25]=[CH:24][N:23]=[C:22]2[NH:27][C:19]([C:12]3[C:13]4[C:18](=[CH:17][CH:16]=[CH:15][CH:14]=4)[N:10]([CH2:9][CH2:8][CH2:7][OH:6])[CH:11]=3)=[CH:20][C:21]=12. Given the reactants C([Si](C)(C)[O:6][CH2:7][CH2:8][CH2:9][N:10]1[C:18]2[C:13](=[CH:14][CH:15]=[CH:16][CH:17]=2)[C:12]([C:19]2[NH:27][C:22]3=[N:23][CH:24]=[CH:25][N:26]=[C:21]3[CH:20]=2)=[CH:11]1)(C)(C)C.[F-].C([N+](CCCC)(CCCC)CCCC)CCC, predict the reaction product.